Predict the product of the given reaction. From a dataset of Forward reaction prediction with 1.9M reactions from USPTO patents (1976-2016). (1) Given the reactants C[O:2][C:3]1[CH:4]=[C:5]2[C:9](=[CH:10][CH:11]=1)[C:8](=[O:12])[N:7]([CH2:13][CH2:14][CH2:15][C:16]1[CH:21]=[CH:20][CH:19]=[CH:18][CH:17]=1)[C:6]2([CH3:23])[CH3:22].B(Br)(Br)Br, predict the reaction product. The product is: [OH:2][C:3]1[CH:4]=[C:5]2[C:9](=[CH:10][CH:11]=1)[C:8](=[O:12])[N:7]([CH2:13][CH2:14][CH2:15][C:16]1[CH:17]=[CH:18][CH:19]=[CH:20][CH:21]=1)[C:6]2([CH3:23])[CH3:22]. (2) Given the reactants [NH2:1][C:2]1[CH:32]=[CH:31][C:5]([O:6][C:7]2[CH:12]=[CH:11][N:10]=[CH:9][C:8]=2/[CH:13]=[CH:14]/[C:15]([N:17]2[CH2:22][CH2:21][CH:20]([NH:23][C:24](=[O:30])[O:25][C:26]([CH3:29])([CH3:28])[CH3:27])[CH2:19][CH2:18]2)=[O:16])=[C:4]([F:33])[CH:3]=1.[F:34][C:35]1[CH:40]=[CH:39][C:38]([CH2:41][C:42]([N:44]=[C:45]=[O:46])=[O:43])=[CH:37][CH:36]=1.COC1C=CC(CNC2N=CN=C(OC3C=CC(NC(NC(=O)CC4C=CC(F)=CC=4)=O)=CC=3F)C=2)=CC=1, predict the reaction product. The product is: [F:33][C:4]1[CH:3]=[C:2]([NH:1][C:45]([NH:44][C:42](=[O:43])[CH2:41][C:38]2[CH:39]=[CH:40][C:35]([F:34])=[CH:36][CH:37]=2)=[O:46])[CH:32]=[CH:31][C:5]=1[O:6][C:7]1[CH:12]=[CH:11][N:10]=[CH:9][C:8]=1/[CH:13]=[CH:14]/[C:15]([N:17]1[CH2:18][CH2:19][CH:20]([NH:23][C:24](=[O:30])[O:25][C:26]([CH3:27])([CH3:28])[CH3:29])[CH2:21][CH2:22]1)=[O:16].